Dataset: Full USPTO retrosynthesis dataset with 1.9M reactions from patents (1976-2016). Task: Predict the reactants needed to synthesize the given product. (1) Given the product [O:19]1[CH2:20][CH2:21][CH2:22][CH:18]1[CH2:17][CH2:16][C:13]1[CH:12]=[CH:11][C:10]([CH2:9][OH:8])=[CH:15][CH:14]=1, predict the reactants needed to synthesize it. The reactants are: O1CCCC1.C([O:8][C:9](=O)[C:10]1[CH:15]=[CH:14][C:13]([CH2:16][CH2:17][CH:18]2[CH2:22][CH2:21][CH2:20][O:19]2)=[CH:12][C:11]=1CC)C.[H-].C([Al+]CC(C)C)C(C)C.C(C(C(C([O-])=O)O)O)([O-])=O.[Na+].[K+]. (2) Given the product [Cl:42][C:40]1[C:9]2[C:4](=[CH:5][CH:6]=[C:7]([C:19]([C:31]3[N:35]([CH3:36])[CH:34]=[N:33][CH:32]=3)([C:21]3[CH:22]=[N:23][C:24]([C:27]([F:28])([F:30])[F:29])=[CH:25][CH:26]=3)[OH:20])[CH:8]=2)[N:3]=[C:2]([O:38][CH3:37])[C:11]=1[O:12][CH2:13][C:14]([F:16])([F:17])[F:15], predict the reactants needed to synthesize it. The reactants are: Cl[C:2]1[C:11]([O:12][CH2:13][C:14]([F:17])([F:16])[F:15])=C(Cl)[C:9]2[C:4](=[CH:5][CH:6]=[C:7]([C:19]([C:31]3[N:35]([CH3:36])[CH:34]=[N:33][CH:32]=3)([C:21]3[CH:22]=[N:23][C:24]([C:27]([F:30])([F:29])[F:28])=[CH:25][CH:26]=3)[OH:20])[CH:8]=2)[N:3]=1.[CH3:37][O-:38].[Na+].[CH2:40]([Cl:42])Cl. (3) Given the product [C:1]([O:5][C:6]([N:8]1[CH2:13][CH2:12][N:11]2[N:14]=[C:15]([C:17]([F:18])([F:19])[F:20])[N:16]=[C:10]2[CH:9]1[CH3:21])=[O:7])([CH3:4])([CH3:2])[CH3:3], predict the reactants needed to synthesize it. The reactants are: [C:1]([O:5][C:6]([N:8]1[CH2:13][CH2:12][N:11]2[N:14]=[C:15]([C:17]([F:20])([F:19])[F:18])[N:16]=[C:10]2[CH2:9]1)=[O:7])([CH3:4])([CH3:3])[CH3:2].[CH3:21]N(CCN(C)C)C.C([Li])CCC.IC. (4) Given the product [ClH:43].[CH2:18]([C:20]1[CH:25]=[C:24]([CH:2]2[CH2:3][C:4]3([CH2:6][CH2:7][NH:8][CH2:9][CH2:10]3)[CH2:5]2)[CH:23]=[CH:22][CH:21]=1)[CH3:19], predict the reactants needed to synthesize it. The reactants are: O=[C:2]1[CH2:5][C:4]2([CH2:10][CH2:9][N:8](C(OC(C)(C)C)=O)[CH2:7][CH2:6]2)[CH2:3]1.[CH2:18]([C:20]1[CH:21]=[C:22]([Mg]Br)[CH:23]=[CH:24][CH:25]=1)[CH3:19].C([SiH](CC)CC)C.FC(F)(F)C(O)=O.C(Cl)[Cl:43]. (5) Given the product [NH2:1][C:2]1[CH:7]=[CH:6][C:5]([C:8]([F:11])([F:10])[F:9])=[CH:4][C:3]=1[C:14]#[N:15], predict the reactants needed to synthesize it. The reactants are: [NH2:1][C:2]1[CH:7]=[CH:6][C:5]([C:8]([F:11])([F:10])[F:9])=[CH:4][C:3]=1I.[Cu](C#N)[C:14]#[N:15].C(OCC)(=O)C.CCCCCC. (6) Given the product [C:27]([N:14]1[C:15]2[C:20](=[CH:19][C:18]([C:21]3[CH2:22][CH2:23][O:24][CH2:25][CH:26]=3)=[CH:17][CH:16]=2)[C@H:11]([NH:10][C:2]2[CH:9]=[CH:8][C:5]([C:6]#[N:7])=[CH:4][N:3]=2)[C@@H:12]([CH3:33])[C@@H:13]1[CH:30]1[CH2:32][CH2:31]1)(=[O:29])[CH3:28], predict the reactants needed to synthesize it. The reactants are: F[C:2]1[CH:9]=[CH:8][C:5]([C:6]#[N:7])=[CH:4][N:3]=1.[NH2:10][C@H:11]1[C:20]2[C:15](=[CH:16][CH:17]=[C:18]([C:21]3[CH2:22][CH2:23][O:24][CH2:25][CH:26]=3)[CH:19]=2)[N:14]([C:27](=[O:29])[CH3:28])[C@@H:13]([CH:30]2[CH2:32][CH2:31]2)[C@@H:12]1[CH3:33].CCN(C(C)C)C(C)C. (7) Given the product [NH2:39][C@@H:40]([C:42]([OH:44])=[O:43])[CH2:41][CH2:4][C:5]([OH:7])=[O:6], predict the reactants needed to synthesize it. The reactants are: C(C[CH2:4][C:5]([OH:7])=[O:6])CC[CH:4](N)[C:5]([OH:7])=[O:6].C(CC(N)C(O)=O)CCC(O)=O.C(CCC(O)=O)CC[C@H](N)C(O)=O.[NH2:39][C@@H:40]([C:42]([OH:44])=[O:43])[CH3:41]. (8) Given the product [CH3:5][CH:4]([CH2:3][CH:2]1[NH:1][C:11](=[O:13])[O:9][C:7]1=[O:8])[CH3:6], predict the reactants needed to synthesize it. The reactants are: [NH2:1][C@H:2]([C:7]([OH:9])=[O:8])[CH2:3][CH:4]([CH3:6])[CH3:5].Cl[C:11](Cl)([O:13]C(=O)OC(Cl)(Cl)Cl)Cl. (9) Given the product [Cl:34][C:31]1[CH:30]=[CH:29][C:28]([C:18]2[N:17]([CH:10]([CH:11]3[CH2:16][CH2:15][CH2:14][CH2:13][CH2:12]3)[CH2:9][O:4][C:3]3[CH:20]=[CH:21][CH:22]=[CH:23][C:24]=3[F:26])[C:21]3[CH:22]=[C:23]([F:27])[C:24]([F:26])=[CH:25][C:20]=3[N:19]=2)=[CH:33][CH:32]=1, predict the reactants needed to synthesize it. The reactants are: CN(C)[CH:3]=[O:4].[H-].[Na+].Br[CH2:9][CH:10]([N:17]1[C:21]2[CH:22]=[C:23]([F:27])[C:24]([F:26])=[CH:25][C:20]=2[N:19]=[C:18]1[C:28]1[CH:33]=[CH:32][C:31]([Cl:34])=[CH:30][CH:29]=1)[CH:11]1[CH2:16][CH2:15][CH2:14][CH2:13][CH2:12]1.Cl.